From a dataset of Full USPTO retrosynthesis dataset with 1.9M reactions from patents (1976-2016). Predict the reactants needed to synthesize the given product. Given the product [C:28]1([C:26]2[NH:5][C:6]3[C:15]([CH:27]=2)=[CH:14][CH:13]=[C:8]([C:9]([O:11][CH3:12])=[O:10])[CH:7]=3)[CH:33]=[CH:32][CH:31]=[CH:30][CH:29]=1, predict the reactants needed to synthesize it. The reactants are: FC(F)(F)C([NH:5][C:6]1[CH:7]=[C:8]([CH:13]=[CH:14][C:15]=1OS(C(F)(F)F)(=O)=O)[C:9]([O:11][CH3:12])=[O:10])=O.[C:26]([C:28]1[CH:33]=[CH:32][CH:31]=[CH:30][CH:29]=1)#[CH:27].CN(C)C(=N)N(C)C.